Dataset: Catalyst prediction with 721,799 reactions and 888 catalyst types from USPTO. Task: Predict which catalyst facilitates the given reaction. (1) Reactant: [CH2:1]([O:8][C:9]([N:11]1[CH2:17][CH:16]2[CH:18]([C:19]3[CH:24]=[CH:23][CH:22]=[C:21]([NH2:25])[CH:20]=3)[CH:13]([CH2:14][CH2:15]2)[CH2:12]1)=[O:10])[C:2]1[CH:7]=[CH:6][CH:5]=[CH:4][CH:3]=1.[CH3:26][S:27](Cl)(=[O:29])=[O:28].Cl. Product: [CH2:1]([O:8][C:9]([N:11]1[CH2:12][CH:13]2[CH:18]([C:19]3[CH:24]=[CH:23][CH:22]=[C:21]([NH:25][S:27]([CH3:26])(=[O:29])=[O:28])[CH:20]=3)[CH:16]([CH2:15][CH2:14]2)[CH2:17]1)=[O:10])[C:2]1[CH:3]=[CH:4][CH:5]=[CH:6][CH:7]=1. The catalyst class is: 17. (2) Product: [C:1]([C:5]1[CH:9]=[C:8]([C:10]([OH:12])=[O:11])[N:7]([C:15]2[CH:20]=[CH:19][CH:18]=[C:17]([F:21])[CH:16]=2)[N:6]=1)([CH3:4])([CH3:2])[CH3:3]. The catalyst class is: 33. Reactant: [C:1]([C:5]1[CH:9]=[C:8]([C:10]([O:12]CC)=[O:11])[N:7]([C:15]2[CH:20]=[CH:19][CH:18]=[C:17]([F:21])[CH:16]=2)[N:6]=1)([CH3:4])([CH3:3])[CH3:2].C1COCC1.CCO.O.O[Li].O. (3) Reactant: [NH2:1][C:2]1[N:10]=[C:9]2[N:4]([C:5]([O:13][CH3:14])=[N:6][CH:7]=[C:8]2[O:11][CH3:12])[N:3]=1.[F:15][CH:16]([F:33])[CH2:17][O:18][C:19]1[CH:24]=[CH:23][CH:22]=[C:21]([C:25]([F:28])([F:27])[F:26])[C:20]=1[S:29](Cl)(=[O:31])=[O:30].N1C=C(C)C=C(C)C=1. The catalyst class is: 16. Product: [F:33][CH:16]([F:15])[CH2:17][O:18][C:19]1[CH:24]=[CH:23][CH:22]=[C:21]([C:25]([F:26])([F:27])[F:28])[C:20]=1[S:29]([NH:1][C:2]1[N:10]=[C:9]2[N:4]([C:5]([O:13][CH3:14])=[N:6][CH:7]=[C:8]2[O:11][CH3:12])[N:3]=1)(=[O:30])=[O:31].